This data is from Catalyst prediction with 721,799 reactions and 888 catalyst types from USPTO. The task is: Predict which catalyst facilitates the given reaction. (1) Reactant: [NH2:1][C:2]1[CH:7]=[CH:6][C:5]([N:8]2[CH2:12][CH:11]([CH2:13][NH:14][C:15](=[O:18])[O:16][CH3:17])[O:10][C:9]2=[O:19])=[CH:4][C:3]=1[F:20].[Na].[N-:22]=[N+:23]=[N-].[Na+].C([O-])(=O)C.[Na+]. Product: [N:1]([C:2]1[CH:7]=[CH:6][C:5]([N:8]2[CH2:12][CH:11]([CH2:13][NH:14][C:15](=[O:18])[O:16][CH3:17])[O:10][C:9]2=[O:19])=[CH:4][C:3]=1[F:20])=[N+:22]=[N-:23]. The catalyst class is: 126. (2) Reactant: [C:1]1([NH:7][S:8]([NH:11][C:12](=[O:18])[O:13][C:14]([CH3:17])([CH3:16])[CH3:15])(=[O:10])=[O:9])[CH:6]=[CH:5][CH:4]=[CH:3][CH:2]=1.Br[CH2:20][CH2:21][CH2:22][CH2:23]Br.C([O-])([O-])=O.[Cs+].[Cs+]. Product: [O:10]=[S:8]1(=[O:9])[N:7]([C:1]2[CH:2]=[CH:3][CH:4]=[CH:5][CH:6]=2)[CH2:23][CH2:22][CH2:21][CH2:20][N:11]1[C:12]([O:13][C:14]([CH3:15])([CH3:17])[CH3:16])=[O:18]. The catalyst class is: 21. (3) Reactant: [CH2:1]([N:8]1[CH2:12][CH:11]([CH3:13])[CH:10]([C:14]([O:16]C)=[O:15])[CH2:9]1)[C:2]1[CH:7]=[CH:6][CH:5]=[CH:4][CH:3]=1. Product: [CH2:1]([N:8]1[CH2:12][CH:11]([CH3:13])[CH:10]([C:14]([OH:16])=[O:15])[CH2:9]1)[C:2]1[CH:3]=[CH:4][CH:5]=[CH:6][CH:7]=1. The catalyst class is: 33.